From a dataset of Forward reaction prediction with 1.9M reactions from USPTO patents (1976-2016). Predict the product of the given reaction. Given the reactants FC(F)(F)C(O)=O.[Si]([O:15][CH2:16][CH2:17][N:18]1[C:24]2[N:25]=[CH:26][CH:27]=[CH:28][C:23]=2[C:22]2[CH:29]=[CH:30][CH:31]=[CH:32][C:21]=2[CH:20]([NH:33][C:34](=[O:45])[C@@H:35]([NH:37]C(=O)OC(C)(C)C)[CH3:36])[C:19]1=[O:46])(C(C)(C)C)(C)C.ClCCl, predict the reaction product. The product is: [NH2:37][C@@H:35]([CH3:36])[C:34]([NH:33][CH:20]1[C:21]2[CH:32]=[CH:31][CH:30]=[CH:29][C:22]=2[C:23]2[CH:28]=[CH:27][CH:26]=[N:25][C:24]=2[N:18]([CH2:17][CH2:16][OH:15])[C:19]1=[O:46])=[O:45].